This data is from Full USPTO retrosynthesis dataset with 1.9M reactions from patents (1976-2016). The task is: Predict the reactants needed to synthesize the given product. (1) The reactants are: ClC1C=C(C(=O)C)C=CC=1.[Cl:11][C:12]1[CH:13]=[C:14]([C:19]2[O:23][N:22]=[C:21]([C:24]([OH:26])=[O:25])[CH:20]=2)[CH:15]=[CH:16][C:17]=1F. Given the product [Cl:11][C:12]1[CH:13]=[C:14]([C:19]2[O:23][N:22]=[C:21]([C:24]([OH:26])=[O:25])[CH:20]=2)[CH:15]=[CH:16][CH:17]=1, predict the reactants needed to synthesize it. (2) Given the product [CH2:2]([N:9]1[C:13]2[C:12](=[N:17][C:20]([C:19]([F:26])([F:25])[F:18])=[N:16][C:14]=2[OH:15])[N:11]=[CH:10]1)[C:3]1[CH:4]=[CH:5][CH:6]=[CH:7][CH:8]=1, predict the reactants needed to synthesize it. The reactants are: [Na].[CH2:2]([N:9]1[C:13]([C:14]([NH2:16])=[O:15])=[C:12]([NH2:17])[N:11]=[CH:10]1)[C:3]1[CH:8]=[CH:7][CH:6]=[CH:5][CH:4]=1.[F:18][C:19]([F:26])([F:25])[C:20](OCC)=O.C(O)(=O)C.